Dataset: Catalyst prediction with 721,799 reactions and 888 catalyst types from USPTO. Task: Predict which catalyst facilitates the given reaction. Reactant: [CH3:1][S:2]([C:5]1[CH:10]=[CH:9][C:8]([C:11]2[C:12]3[N:13]([N:17]=[C:18]([NH:20][C:21]4[CH:26]=[CH:25][C:24]([O:27]C)=[CH:23][CH:22]=4)[N:19]=3)[CH:14]=[CH:15][CH:16]=2)=[CH:7][CH:6]=1)(=[O:4])=[O:3].B(Br)(Br)Br.CO. Product: [CH3:1][S:2]([C:5]1[CH:10]=[CH:9][C:8]([C:11]2[C:12]3[N:13]([N:17]=[C:18]([NH:20][C:21]4[CH:22]=[CH:23][C:24]([OH:27])=[CH:25][CH:26]=4)[N:19]=3)[CH:14]=[CH:15][CH:16]=2)=[CH:7][CH:6]=1)(=[O:4])=[O:3]. The catalyst class is: 4.